This data is from CYP2C9 substrate classification data from Carbon-Mangels et al.. The task is: Regression/Classification. Given a drug SMILES string, predict its absorption, distribution, metabolism, or excretion properties. Task type varies by dataset: regression for continuous measurements (e.g., permeability, clearance, half-life) or binary classification for categorical outcomes (e.g., BBB penetration, CYP inhibition). Dataset: cyp2c9_substrate_carbonmangels. (1) The result is 0 (non-substrate). The molecule is Cc1cc(Cl)c(S(N)(=O)=O)cc1S(N)(=O)=O. (2) The molecule is CN1CCN2c3ccccc3Cc3cccnc3[C@@H]2C1. The result is 1 (substrate).